Dataset: Reaction yield outcomes from USPTO patents with 853,638 reactions. Task: Predict the reaction yield, written as a fraction of the theoretical maximum amount of product (1.0 means a 100% yield; for example, 0.34 means a 34% yield). The reactants are [CH3:1][CH2:2][C:3]1[CH:8]=[CH:7][C:6]2[NH:9][CH:10]=[C:11]([CH2:12]N(C)C)[C:5]=2[CH:4]=1.[C:16]([O:24][CH2:25][CH3:26])(=[O:23])[CH2:17][C:18]([O:20][CH2:21][CH3:22])=[O:19].[Na].Cl. No catalyst specified. The product is [CH2:21]([O:20][C:18](=[O:19])[CH:17]([CH2:12][C:11]1[C:5]2[C:6](=[CH:7][CH:8]=[C:3]([CH2:2][CH3:1])[CH:4]=2)[NH:9][CH:10]=1)[C:16]([O:24][CH2:25][CH3:26])=[O:23])[CH3:22]. The yield is 0.850.